Dataset: Catalyst prediction with 721,799 reactions and 888 catalyst types from USPTO. Task: Predict which catalyst facilitates the given reaction. (1) Reactant: [C:1]([C@@:4]1([OH:28])[CH2:21][C@H:20]([OH:22])[C:19]2[C:18]([OH:23])=[C:17]3[C:8]([C:9](=[O:26])[C:10]4[CH:11]=[CH:12][CH:13]=[C:14]([NH2:25])[C:15]=4[C:16]3=[O:24])=[C:7]([OH:27])[C:6]=2[CH2:5]1)(=[O:3])[CH3:2].[F:29][C:30]([F:41])([F:40])[C:31](O[C:31](=[O:32])[C:30]([F:41])([F:40])[F:29])=[O:32]. Product: [C:1]([C@@:4]1([OH:28])[CH2:21][C@H:20]([OH:22])[C:19]2[C:18]([OH:23])=[C:17]3[C:8]([C:9](=[O:26])[C:10]4[CH:11]=[CH:12][CH:13]=[C:14]([NH:25][C:31](=[O:32])[C:30]([F:41])([F:40])[F:29])[C:15]=4[C:16]3=[O:24])=[C:7]([OH:27])[C:6]=2[CH2:5]1)(=[O:3])[CH3:2]. The catalyst class is: 2. (2) Reactant: [CH2:1]([N:8]([CH2:21][C:22]1[CH:27]=[CH:26][CH:25]=[CH:24][CH:23]=1)[C:9]1[CH:10]=[C:11]2[C:16](=[CH:17][C:18]=1[F:19])[C:15](Cl)=[N:14][CH:13]=[CH:12]2)[C:2]1[CH:7]=[CH:6][CH:5]=[CH:4][CH:3]=1.[NH3:28].C([O-])(O)=O.[Na+]. Product: [CH2:1]([N:8]([CH2:21][C:22]1[CH:27]=[CH:26][CH:25]=[CH:24][CH:23]=1)[C:9]1[CH:10]=[C:11]2[C:16](=[CH:17][C:18]=1[F:19])[C:15]([NH2:28])=[N:14][CH:13]=[CH:12]2)[C:2]1[CH:7]=[CH:6][CH:5]=[CH:4][CH:3]=1. The catalyst class is: 196. (3) Reactant: Cl.[CH3:2][C:3]1([CH3:14])[CH2:12][CH2:11][CH2:10][C:9]2[C:8]([NH2:13])=[CH:7][CH:6]=[CH:5][C:4]1=2.C(N(CC)CC)C.[F:22][C:23]1[N:27]([CH3:28])[N:26]=[C:25]([CH:29]([F:31])[F:30])[C:24]=1[C:32](Cl)=[O:33]. Product: [F:22][C:23]1[N:27]([CH3:28])[N:26]=[C:25]([CH:29]([F:30])[F:31])[C:24]=1[C:32]([NH:13][C:8]1[C:9]2[CH2:10][CH2:11][CH2:12][C:3]([CH3:14])([CH3:2])[C:4]=2[CH:5]=[CH:6][CH:7]=1)=[O:33]. The catalyst class is: 64. (4) Reactant: [Br:1][C:2]1[C:3](=[O:10])[NH:4][C:5](=[O:9])[N:6]([CH3:8])[CH:7]=1.Cl[CH2:12][C:13]([N:15]([CH3:17])[CH3:16])=[O:14].C(=O)([O-])[O-].[K+].[K+]. Product: [Br:1][C:2]1[C:3](=[O:10])[N:4]([CH2:12][C:13]([N:15]([CH3:17])[CH3:16])=[O:14])[C:5](=[O:9])[N:6]([CH3:8])[CH:7]=1. The catalyst class is: 16.